Dataset: Catalyst prediction with 721,799 reactions and 888 catalyst types from USPTO. Task: Predict which catalyst facilitates the given reaction. (1) Reactant: [CH:1]1[C:14]2[N:13]([CH2:15][CH2:16][O:17][C:18]3[CH:23]=[CH:22][C:21]([CH2:24][CH:25]([O:38][CH2:39][CH3:40])[C:26](NC(C4C=CC=CC=4)CO)=[O:27])=[CH:20][CH:19]=3)[C:12]3[C:7](=[CH:8][CH:9]=[CH:10][CH:11]=3)[O:6][C:5]=2[CH:4]=[CH:3][CH:2]=1.S(=O)(=O)(O)[OH:42].C(=O)([O-])O.[Na+]. Product: [CH:11]1[C:12]2[N:13]([CH2:15][CH2:16][O:17][C:18]3[CH:23]=[CH:22][C:21]([CH2:24][C@@H:25]([O:38][CH2:39][CH3:40])[C:26]([OH:42])=[O:27])=[CH:20][CH:19]=3)[C:14]3[C:5](=[CH:4][CH:3]=[CH:2][CH:1]=3)[O:6][C:7]=2[CH:8]=[CH:9][CH:10]=1. The catalyst class is: 38. (2) Reactant: [NH2:1][C:2]1[CH:7]=[CH:6][CH:5]=[CH:4][CH:3]=1.[C:8]1([C:14]2[CH:19]=[CH:18][CH:17]=[C:16]([C:20]3[CH:25]=[CH:24][CH:23]=[CH:22][CH:21]=3)[CH:15]=2)[CH:13]=[CH:12][CH:11]=[CH:10][CH:9]=1.C(O[Na])(C)(C)C. Product: [C:2]1([NH:1][C:18]2[CH:17]=[C:16]([C:20]3[CH:25]=[CH:24][CH:23]=[CH:22][CH:21]=3)[CH:15]=[C:14]([C:8]3[CH:13]=[CH:12][CH:11]=[CH:10][CH:9]=3)[CH:19]=2)[CH:7]=[CH:6][CH:5]=[CH:4][CH:3]=1. The catalyst class is: 101.